Dataset: Peptide-MHC class I binding affinity with 185,985 pairs from IEDB/IMGT. Task: Regression. Given a peptide amino acid sequence and an MHC pseudo amino acid sequence, predict their binding affinity value. This is MHC class I binding data. (1) The peptide sequence is MTLVPVLEKK. The MHC is HLA-A33:01 with pseudo-sequence HLA-A33:01. The binding affinity (normalized) is 0.375. (2) The MHC is HLA-B58:01 with pseudo-sequence HLA-B58:01. The binding affinity (normalized) is 0. The peptide sequence is GLCTLVAML. (3) The peptide sequence is VYTQLCDHRL. The binding affinity (normalized) is 0.829. The MHC is HLA-A24:02 with pseudo-sequence HLA-A24:02.